Dataset: Catalyst prediction with 721,799 reactions and 888 catalyst types from USPTO. Task: Predict which catalyst facilitates the given reaction. (1) Reactant: [F:1][C:2]1[CH:7]=[C:6]([I:8])[CH:5]=[CH:4][C:3]=1[NH:9][C:10]1[N:15]2[CH:16]=[N:17][CH:18]=[C:14]2[CH:13]=[N:12][C:11]=1[C:19]([OH:21])=O.Cl.[NH2:23][O:24][CH2:25][C@@H:26]([OH:28])[CH3:27].CCN(C(C)C)C(C)C.C1C=CC2N(O)N=NC=2C=1.CCN=C=NCCCN(C)C. Product: [OH:28][C@@H:26]([CH3:27])[CH2:25][O:24][NH:23][C:19]([C:11]1[N:12]=[CH:13][C:14]2[N:15]([CH:16]=[N:17][CH:18]=2)[C:10]=1[NH:9][C:3]1[CH:4]=[CH:5][C:6]([I:8])=[CH:7][C:2]=1[F:1])=[O:21]. The catalyst class is: 39. (2) Reactant: [CH3:1][N:2]1[CH2:8][CH:7]=[CH:6][CH2:5][C@H:4]([NH:9][C:10](=[O:16])[O:11][C:12]([CH3:15])([CH3:14])[CH3:13])[C:3]1=[O:17].[H][H]. Product: [CH3:1][N:2]1[CH2:8][CH2:7][CH2:6][CH2:5][C@H:4]([NH:9][C:10](=[O:16])[O:11][C:12]([CH3:13])([CH3:15])[CH3:14])[C:3]1=[O:17]. The catalyst class is: 19. (3) Reactant: [F:1][C@H:2]1[CH2:19][C@@:17]2([CH3:18])[C@@H:13]([CH2:14][CH2:15][C:16]2=[O:20])[C@H:12]2[C@H:3]1[C:4]1[CH:5]=[CH:6][C:7]([OH:29])=[CH:8][C:9]=1[CH2:10][C@H:11]2[CH2:21][CH2:22][CH2:23][CH2:24][CH2:25][CH2:26][NH:27][CH3:28].[F:30][C:31]([F:54])([C:50]([F:53])([F:52])[F:51])[CH2:32][CH2:33][CH2:34][CH2:35][CH2:36][CH2:37]COS(C1C=CC(C)=CC=1)(=O)=O.[C:55](=O)(O)[O-].[Na+]. Product: [F:1][C@H:2]1[CH2:19][C@@:17]2([CH3:18])[C@@H:13]([CH2:14][CH2:15][C:16]2=[O:20])[C@H:12]2[C@H:3]1[C:4]1[CH:5]=[CH:6][C:7]([OH:29])=[CH:8][C:9]=1[CH2:10][C@H:11]2[CH2:21][CH2:22][CH2:23][CH2:24][CH2:25][CH2:26][N:27]([CH3:55])[CH2:28][CH2:37][CH2:36][CH2:35][CH2:34][CH2:33][CH2:32][C:31]([F:30])([F:54])[C:50]([F:51])([F:52])[F:53]. The catalyst class is: 9. (4) Reactant: [NH2:1][CH2:2][C@H:3]([C:5]1[CH:10]=[CH:9][CH:8]=[CH:7][CH:6]=1)[OH:4].[CH:11](=O)[CH3:12].[BH4-].[Na+]. Product: [CH2:11]([NH:1][CH2:2][C@H:3]([C:5]1[CH:10]=[CH:9][CH:8]=[CH:7][CH:6]=1)[OH:4])[CH3:12]. The catalyst class is: 8. (5) Reactant: [Br:1][C:2]1[C:6]2=[CH:7][NH:8][C:9](=[O:11])[CH:10]=[C:5]2[S:4][CH:3]=1.[H-].[Na+].[CH3:14]I.O. Product: [Br:1][C:2]1[C:6]2=[CH:7][N:8]([CH3:14])[C:9](=[O:11])[CH:10]=[C:5]2[S:4][CH:3]=1. The catalyst class is: 3. (6) Reactant: [Cl:1][C:2]1[CH:7]=[CH:6][C:5]([NH:8][C:9]([NH2:11])=[O:10])=[CH:4][C:3]=1[C:12]([F:15])([F:14])[F:13].N12CCCN=C1CCCCC2.N[C:28]1[CH:44]=[CH:43][C:31]([O:32][C:33]2[CH:38]=[CH:37][N:36]=[C:35]([C:39]([NH:41][CH3:42])=[O:40])[CH:34]=2)=[CH:30][CH:29]=1.CS(C)=O. Product: [Cl:1][C:2]1[CH:7]=[CH:6][C:5]([NH:8][C:9](=[O:10])[NH:11][C:28]2[CH:44]=[CH:43][C:31]([O:32][C:33]3[CH:38]=[CH:37][N:36]=[C:35]([C:39]([NH:41][CH3:42])=[O:40])[CH:34]=3)=[CH:30][CH:29]=2)=[CH:4][C:3]=1[C:12]([F:13])([F:14])[F:15]. The catalyst class is: 10. (7) Reactant: [Br:1][C:2]1[N:3]=[C:4]([C@H:12]2[CH2:20][CH2:19][C@H:18]3[N:14]([C:15](=[O:21])[CH2:16][CH2:17]3)[CH2:13]2)[N:5]2[CH:10]=[CH:9][N:8]=[C:7](Cl)[C:6]=12.[NH3:22]. Product: [NH2:22][C:7]1[C:6]2[N:5]([C:4]([C@H:12]3[CH2:20][CH2:19][C@H:18]4[N:14]([C:15](=[O:21])[CH2:16][CH2:17]4)[CH2:13]3)=[N:3][C:2]=2[Br:1])[CH:10]=[CH:9][N:8]=1. The catalyst class is: 41. (8) Reactant: C[N:2](C)[CH:3]=[CH:4][C:5](=O)[CH:6]([O:9]C)OC.C(N(CC)CC)C.[NH:20]([CH2:22][C:23]([O:25][CH2:26][CH3:27])=[O:24])N.Cl.C(=O)(O)[O-].[Na+]. Product: [CH:6]([C:5]1[N:20]([CH2:22][C:23]([O:25][CH2:26][CH3:27])=[O:24])[N:2]=[CH:3][CH:4]=1)=[O:9]. The catalyst class is: 8. (9) Reactant: [O:1]([CH2:8][C:9]1[CH:18]=[C:12]2[C:13](=[O:17])[NH:14][CH2:15][CH2:16][N:11]2[N:10]=1)[C:2]1[CH:7]=[CH:6][CH:5]=[CH:4][CH:3]=1.Br[CH2:20][CH:21]([CH3:40])[O:22][Si:23]([C:36]([CH3:39])([CH3:38])[CH3:37])([C:30]1[CH:35]=[CH:34][CH:33]=[CH:32][CH:31]=1)[C:24]1[CH:29]=[CH:28][CH:27]=[CH:26][CH:25]=1.[H-].[Na+]. Product: [C:36]([Si:23]([C:24]1[CH:25]=[CH:26][CH:27]=[CH:28][CH:29]=1)([C:30]1[CH:35]=[CH:34][CH:33]=[CH:32][CH:31]=1)[O:22][CH:21]([CH3:40])[CH2:20][N:14]1[CH2:15][CH2:16][N:11]2[N:10]=[C:9]([CH2:8][O:1][C:2]3[CH:3]=[CH:4][CH:5]=[CH:6][CH:7]=3)[CH:18]=[C:12]2[C:13]1=[O:17])([CH3:38])([CH3:39])[CH3:37]. The catalyst class is: 1. (10) Reactant: C(N(C(C)C)CC)(C)C.[NH:10]1[CH2:14][CH2:13][CH2:12][CH2:11]1.Br[CH2:16][C:17]([C:19]1[CH:24]=[CH:23][C:22]([Br:25])=[CH:21][CH:20]=1)=[O:18].O.C(=O)(O)[O-].[Na+]. Product: [Br:25][C:22]1[CH:23]=[CH:24][C:19]([C:17](=[O:18])[CH2:16][N:10]2[CH2:14][CH2:13][CH2:12][CH2:11]2)=[CH:20][CH:21]=1. The catalyst class is: 1.